From a dataset of Merck oncology drug combination screen with 23,052 pairs across 39 cell lines. Regression. Given two drug SMILES strings and cell line genomic features, predict the synergy score measuring deviation from expected non-interaction effect. (1) Drug 1: CC1CC2C3CCC4=CC(=O)C=CC4(C)C3(F)C(O)CC2(C)C1(O)C(=O)CO. Drug 2: Cc1nc(Nc2ncc(C(=O)Nc3c(C)cccc3Cl)s2)cc(N2CCN(CCO)CC2)n1. Cell line: SW620. Synergy scores: synergy=7.40. (2) Drug 1: O=C(O)C1(Cc2cccc(Nc3nccs3)n2)CCC(Oc2cccc(Cl)c2F)CC1. Drug 2: Cn1c(=O)n(-c2ccc(C(C)(C)C#N)cc2)c2c3cc(-c4cnc5ccccc5c4)ccc3ncc21. Cell line: CAOV3. Synergy scores: synergy=14.6. (3) Drug 1: Cn1nnc2c(C(N)=O)ncn2c1=O. Drug 2: CCc1cnn2c(NCc3ccc[n+]([O-])c3)cc(N3CCCCC3CCO)nc12. Cell line: NCIH520. Synergy scores: synergy=-8.63. (4) Drug 1: COc1cccc2c1C(=O)c1c(O)c3c(c(O)c1C2=O)CC(O)(C(=O)CO)CC3OC1CC(N)C(O)C(C)O1. Drug 2: N#Cc1ccc(Cn2cncc2CN2CCN(c3cccc(Cl)c3)C(=O)C2)cc1. Cell line: NCIH2122. Synergy scores: synergy=-8.82. (5) Synergy scores: synergy=18.8. Cell line: SKOV3. Drug 1: CN(C)C(=N)N=C(N)N. Drug 2: COC1CC2CCC(C)C(O)(O2)C(=O)C(=O)N2CCCCC2C(=O)OC(C(C)CC2CCC(OP(C)(C)=O)C(OC)C2)CC(=O)C(C)C=C(C)C(O)C(OC)C(=O)C(C)CC(C)C=CC=CC=C1C. (6) Drug 1: O=S1(=O)NC2(CN1CC(F)(F)F)C1CCC2Cc2cc(C=CCN3CCC(C(F)(F)F)CC3)ccc2C1. Drug 2: CCc1cnn2c(NCc3ccc[n+]([O-])c3)cc(N3CCCCC3CCO)nc12. Cell line: SKOV3. Synergy scores: synergy=1.81. (7) Drug 1: NC(=O)c1cccc2cn(-c3ccc(C4CCCNC4)cc3)nc12. Cell line: HT144. Synergy scores: synergy=-12.9. Drug 2: NC1CCCCC1N.O=C(O)C(=O)O.[Pt+2]. (8) Drug 1: Nc1ccn(C2OC(CO)C(O)C2(F)F)c(=O)n1. Drug 2: COC1CC2CCC(C)C(O)(O2)C(=O)C(=O)N2CCCCC2C(=O)OC(C(C)CC2CCC(OP(C)(C)=O)C(OC)C2)CC(=O)C(C)C=C(C)C(O)C(OC)C(=O)C(C)CC(C)C=CC=CC=C1C. Cell line: CAOV3. Synergy scores: synergy=-0.866.